This data is from Forward reaction prediction with 1.9M reactions from USPTO patents (1976-2016). The task is: Predict the product of the given reaction. (1) Given the reactants CC(C)([O-])C.[K+].C1(C)C=CC(S([CH2:16][N+:17]#[C-])(=O)=O)=CC=1.[CH2:20]([O:27][C:28]1[C:29]([O:36][CH3:37])=[C:30]([CH:33]=[CH:34][CH:35]=1)[CH:31]=O)[C:21]1[CH:26]=[CH:25][CH:24]=[CH:23][CH:22]=1.CO, predict the reaction product. The product is: [CH2:20]([O:27][C:28]1[C:29]([O:36][CH3:37])=[C:30]([CH2:31][C:16]#[N:17])[CH:33]=[CH:34][CH:35]=1)[C:21]1[CH:26]=[CH:25][CH:24]=[CH:23][CH:22]=1. (2) Given the reactants [CH3:1][C:2]1([CH:5]=O)[CH2:4][CH2:3]1.[Cl:7][C:8]1[CH:13]=[CH:12][CH:11]=[C:10]([Cl:14])[C:9]=1[CH:15]([O:18][Si:19]([CH2:24][CH3:25])([CH2:22][CH3:23])[CH2:20][CH3:21])[CH2:16][NH2:17].[BH-](OC(C)=O)(OC(C)=O)OC(C)=O.[Na+], predict the reaction product. The product is: [Cl:7][C:8]1[CH:13]=[CH:12][CH:11]=[C:10]([Cl:14])[C:9]=1[CH:15]([O:18][Si:19]([CH2:20][CH3:21])([CH2:24][CH3:25])[CH2:22][CH3:23])[CH2:16][NH:17][CH2:5][C:2]1([CH3:1])[CH2:3][CH2:4]1.